Predict the product of the given reaction. From a dataset of Forward reaction prediction with 1.9M reactions from USPTO patents (1976-2016). (1) The product is: [Cl:37][C:34]1[S:33][C:32]([C:30]2[O:29][N:28]=[C:27]([CH2:26][N:12]3[C:8]4=[CH:7][S:6][C:5]([C:3]([OH:2])=[O:4])=[C:9]4[N:10]=[C:11]3[C:13](=[O:24])[NH:14][CH:15]3[CH2:16][CH2:17][N:18]([CH:21]([CH3:22])[CH3:23])[CH2:19][CH2:20]3)[CH:31]=2)=[CH:36][CH:35]=1.[Cl:37][C:34]1[S:33][C:32]([C:30]2[O:29][N:28]=[C:27]([CH2:26][N:10]3[C:9]4=[C:5]([C:3]([OH:2])=[O:4])[S:6][CH:7]=[C:8]4[N:12]=[C:11]3[C:13](=[O:24])[NH:14][CH:15]3[CH2:20][CH2:19][N:18]([CH:21]([CH3:22])[CH3:23])[CH2:17][CH2:16]3)[CH:31]=2)=[CH:36][CH:35]=1. Given the reactants C[O:2][C:3]([C:5]1[S:6][CH:7]=[C:8]2[NH:12][C:11]([C:13](=[O:24])[NH:14][CH:15]3[CH2:20][CH2:19][N:18]([CH:21]([CH3:23])[CH3:22])[CH2:17][CH2:16]3)=[N:10][C:9]=12)=[O:4].Br[CH2:26][C:27]1[CH:31]=[C:30]([C:32]2[S:33][C:34]([Cl:37])=[CH:35][CH:36]=2)[O:29][N:28]=1.CC#N.O, predict the reaction product. (2) Given the reactants C(O[BH-](OC(=O)C)OC(=O)C)(=O)C.[Na+].[CH2:15]([O:17][C:18]([C@@H:20]1[CH2:22][C@H:21]1[C:23]1[CH:28]=[CH:27][C:26]([NH2:29])=[CH:25][C:24]=1[Cl:30])=[O:19])[CH3:16].[O:31]([C:38]1[CH:39]=[C:40]([CH:43]=[CH:44][CH:45]=1)[CH:41]=O)[C:32]1[CH:37]=[CH:36][CH:35]=[CH:34][CH:33]=1.C(OCC)(=O)C, predict the reaction product. The product is: [CH2:15]([O:17][C:18]([C@@H:20]1[CH2:22][C@H:21]1[C:23]1[CH:28]=[CH:27][C:26]([NH:29][CH2:41][C:40]2[CH:43]=[CH:44][CH:45]=[C:38]([O:31][C:32]3[CH:37]=[CH:36][CH:35]=[CH:34][CH:33]=3)[CH:39]=2)=[CH:25][C:24]=1[Cl:30])=[O:19])[CH3:16].